This data is from Full USPTO retrosynthesis dataset with 1.9M reactions from patents (1976-2016). The task is: Predict the reactants needed to synthesize the given product. (1) Given the product [C:13]([Si:10]([CH3:12])([CH3:11])[O:9][CH2:8][C:7]([CH3:18])([O:6][C:5]1[CH:19]=[CH:20][C:2]([B:24]2[O:25][C:26]([CH3:28])([CH3:27])[C:22]([CH3:38])([CH3:21])[O:23]2)=[CH:3][CH:4]=1)[CH3:17])([CH3:16])([CH3:15])[CH3:14], predict the reactants needed to synthesize it. The reactants are: Br[C:2]1[CH:20]=[CH:19][C:5]([O:6][C:7]([CH3:18])([CH3:17])[CH2:8][O:9][Si:10]([C:13]([CH3:16])([CH3:15])[CH3:14])([CH3:12])[CH3:11])=[CH:4][CH:3]=1.[CH3:21][C:22]1([CH3:38])[C:26]([CH3:28])([CH3:27])[O:25][B:24]([B:24]2[O:25][C:26]([CH3:28])([CH3:27])[C:22]([CH3:38])([CH3:21])[O:23]2)[O:23]1.C([O-])(=O)C.[K+]. (2) Given the product [S:1]1[CH2:6][CH:5]=[C:4]([B:15]2[O:19][C:18]([CH3:21])([CH3:20])[C:17]([CH3:23])([CH3:22])[O:16]2)[CH2:3][CH2:2]1, predict the reactants needed to synthesize it. The reactants are: [S:1]1[CH2:6][CH:5]=[C:4](OS(C(F)(F)F)(=O)=O)[CH2:3][CH2:2]1.[B:15]1([B:15]2[O:19][C:18]([CH3:21])([CH3:20])[C:17]([CH3:23])([CH3:22])[O:16]2)[O:19][C:18]([CH3:21])([CH3:20])[C:17]([CH3:23])([CH3:22])[O:16]1.C([O-])(=O)C.[K+]. (3) Given the product [CH:1]([C:4]1[C:16]([NH2:17])=[C:15]([CH:18]([CH3:20])[CH3:19])[C:7]2[O:8][C:9]3[CH:14]=[CH:13][CH:12]=[CH:11][C:10]=3[C:6]=2[CH:5]=1)([CH3:3])[CH3:2], predict the reactants needed to synthesize it. The reactants are: [C:1]([C:4]1[C:16]([NH2:17])=[C:15]([C:18]([CH3:20])=[CH2:19])[C:7]2[O:8][C:9]3[CH:14]=[CH:13][CH:12]=[CH:11][C:10]=3[C:6]=2[CH:5]=1)([CH3:3])=[CH2:2]. (4) Given the product [OH:10][CH2:9][CH2:8][C:3]1[CH:4]=[CH:5][CH:6]=[CH:7][C:2]=1[O:1][CH3:11], predict the reactants needed to synthesize it. The reactants are: [OH:1][C:2]1[CH:7]=[CH:6][CH:5]=[CH:4][C:3]=1[CH2:8][CH2:9][OH:10].[C:11]([O-])([O-])=O.[Cs+].[Cs+].CI. (5) Given the product [CH3:25][C:22]1[CH:23]=[CH:24][C:2]2[O:20][CH2:19][CH:7]3[CH2:8][N:9]([C:12]([O:14][C:15]([CH3:18])([CH3:17])[CH3:16])=[O:13])[CH2:10][CH2:11][N:6]3[C:4](=[O:5])[C:3]=2[CH:21]=1, predict the reactants needed to synthesize it. The reactants are: F[C:2]1[CH:24]=[CH:23][C:22]([CH3:25])=[CH:21][C:3]=1[C:4]([N:6]1[CH2:11][CH2:10][N:9]([C:12]([O:14][C:15]([CH3:18])([CH3:17])[CH3:16])=[O:13])[CH2:8][CH:7]1[CH2:19][OH:20])=[O:5].[H-].[Na+]. (6) Given the product [Cl:1][C:2]1[CH:3]=[C:4]([C:9]2[N:13]([C:14]3[CH:19]=[CH:18][CH:17]=[C:16]([Cl:20])[CH:15]=3)[N:12]=[C:11]([C:21]([N:47]3[CH2:51][C:50](=[O:52])[NH:49][CH2:48]3)=[O:22])[CH:10]=2)[CH:5]=[CH:6][C:7]=1[F:8], predict the reactants needed to synthesize it. The reactants are: [Cl:1][C:2]1[CH:3]=[C:4]([C:9]2[N:13]([C:14]3[CH:19]=[CH:18][CH:17]=[C:16]([Cl:20])[CH:15]=3)[N:12]=[C:11]([C:21](O)=[O:22])[CH:10]=2)[CH:5]=[CH:6][C:7]=1[F:8].ClC1C=C(N2C(C3C=C(F)C=C(Cl)C=3)=CC(C([N:47]3[CH2:51][C:50](=[O:52])[NH:49][CH2:48]3)=O)=N2)C=CC=1F. (7) Given the product [Cl:45][C:42]1[CH:43]=[N:44][C:12]([N:8]2[CH2:9][CH2:10][CH2:11][C@@H:7]2[CH2:6][O:5][C:4]2[CH:19]=[CH:20][CH:21]=[C:2]([F:1])[CH:3]=2)=[C:24]([CH:41]=1)[C:25]([NH:27][C:28]1([C:31]2[CH:32]=[CH:33][C:34]([C:35]([O:37][CH3:38])=[O:36])=[CH:39][CH:40]=2)[CH2:30][CH2:29]1)=[O:26], predict the reactants needed to synthesize it. The reactants are: [F:1][C:2]1[CH:3]=[C:4]([CH:19]=[CH:20][CH:21]=1)[O:5][CH2:6][C@H:7]1[CH2:11][CH2:10][CH2:9][N:8]1[C:12](OC(C)(C)C)=O.ClC1[N:44]=[CH:43][C:42]([Cl:45])=[CH:41][C:24]=1[C:25]([NH:27][C:28]1([C:31]2[CH:40]=[CH:39][C:34]([C:35]([O:37][CH3:38])=[O:36])=[CH:33][CH:32]=2)[CH2:30][CH2:29]1)=[O:26].